Dataset: Peptide-MHC class II binding affinity with 134,281 pairs from IEDB. Task: Regression. Given a peptide amino acid sequence and an MHC pseudo amino acid sequence, predict their binding affinity value. This is MHC class II binding data. (1) The peptide sequence is PSMGRDIKVQFQSGG. The MHC is HLA-DPA10201-DPB11401 with pseudo-sequence HLA-DPA10201-DPB11401. The binding affinity (normalized) is 0. (2) The peptide sequence is DGTYDITKLGAKPDG. The MHC is DRB5_0101 with pseudo-sequence DRB5_0101. The binding affinity (normalized) is 0.215. (3) The MHC is DRB1_0802 with pseudo-sequence DRB1_0802. The binding affinity (normalized) is 0.755. The peptide sequence is YDKFLTNVSTVLTGK. (4) The peptide sequence is EKKYFGATQFEPLAA. The MHC is HLA-DQA10401-DQB10402 with pseudo-sequence HLA-DQA10401-DQB10402. The binding affinity (normalized) is 0.332. (5) The peptide sequence is YDEPMTPGQCNMVVE. The MHC is HLA-DPA10103-DPB10401 with pseudo-sequence HLA-DPA10103-DPB10401. The binding affinity (normalized) is 0. (6) The peptide sequence is ELNLLDKRQFELYKR. The MHC is HLA-DQA10201-DQB10301 with pseudo-sequence HLA-DQA10201-DQB10301. The binding affinity (normalized) is 0.271.